Dataset: Catalyst prediction with 721,799 reactions and 888 catalyst types from USPTO. Task: Predict which catalyst facilitates the given reaction. (1) Reactant: [Br:1][C:2]1[CH:3]=[C:4]([NH2:9])[C:5]([Cl:8])=[N:6][CH:7]=1.[C:10]1([S:16](Cl)(=[O:18])=[O:17])[CH:15]=[CH:14][CH:13]=[CH:12][CH:11]=1.N1C=CC=CC=1. Product: [Br:1][C:2]1[CH:3]=[C:4]([NH:9][S:16]([C:10]2[CH:15]=[CH:14][CH:13]=[CH:12][CH:11]=2)(=[O:18])=[O:17])[C:5]([Cl:8])=[N:6][CH:7]=1. The catalyst class is: 142. (2) Reactant: [Na].[CH3:2]CN(C(C)C)C(C)C.[OH:11][C:12]([C:14]([F:17])([F:16])[F:15])=[O:13].[F:18][C:19]1[CH:24]=[C:23]([F:25])[CH:22]=[CH:21][C:20]=1[CH:26]([F:47])[CH:27]1[CH2:32][CH2:31][N:30]([C:33]2[N:34]=[C:35]3[CH2:46][CH2:45][NH:44][CH2:43][C:36]3=[N:37][C:38]=2[NH:39][CH:40]([CH3:42])[CH3:41])[CH2:29][CH2:28]1.C=O. Product: [F:18][C:19]1[CH:24]=[C:23]([F:25])[CH:22]=[CH:21][C:20]=1[CH:26]([F:47])[CH:27]1[CH2:32][CH2:31][N:30]([C:33]2[N:34]=[C:35]3[CH2:46][CH2:45][N:44]([CH3:2])[CH2:43][C:36]3=[N:37][C:38]=2[NH:39][CH:40]([CH3:42])[CH3:41])[CH2:29][CH2:28]1.[C:12]([OH:13])([C:14]([F:17])([F:16])[F:15])=[O:11]. The catalyst class is: 5. (3) Reactant: [O:1]=[C:2]([CH2:9][C:10]([O:12][CH2:13][CH3:14])=[O:11])[CH2:3][C:4]([O:6]CC)=O.[CH:15](OCC)(OCC)OCC.C(OC(=O)C)(=O)C.Cl.[CH2:33]([O:40][NH2:41])[C:34]1[CH:39]=[CH:38][CH:37]=[CH:36][CH:35]=1.C1CCN2C(=NCCC2)CC1.Cl. Product: [CH2:33]([O:40][N:41]1[C:4](=[O:6])[CH:3]=[C:2]([OH:1])[C:9]([C:10]([O:12][CH2:13][CH3:14])=[O:11])=[CH:15]1)[C:34]1[CH:39]=[CH:38][CH:37]=[CH:36][CH:35]=1. The catalyst class is: 18. (4) Reactant: [Cl:1][C:2]1[CH:11]=[CH:10][C:9]2[C:8]([NH2:12])=[C:7]([Cl:13])[CH:6]=[CH:5][C:4]=2[N:3]=1.[CH:14]1([CH2:20][C:21](O)=[O:22])[CH2:19][CH2:18][CH2:17][CH2:16][CH2:15]1.C1CN([P+](Br)(N2CCCC2)N2CCCC2)CC1.F[P-](F)(F)(F)(F)F.Cl. Product: [Cl:1][C:2]1[CH:11]=[CH:10][C:9]2[C:4](=[CH:5][CH:6]=[C:7]([Cl:13])[C:8]=2[NH:12][C:21](=[O:22])[CH2:20][CH:14]2[CH2:19][CH2:18][CH2:17][CH2:16][CH2:15]2)[N:3]=1. The catalyst class is: 264. (5) Reactant: [Br:1][C:2]1[CH:3]=[C:4]([C:16]([OH:18])=O)[C:5]2[CH:6]=[N:7][N:8]([CH:11]3[CH2:15][CH2:14][CH2:13][CH2:12]3)[C:9]=2[CH:10]=1.C1CN([P+](ON2N=NC3C=CC=CC2=3)(N2CCCC2)N2CCCC2)CC1.F[P-](F)(F)(F)(F)F.[NH2:52][CH2:53][C:54]1[C:55](=[O:70])[NH:56][C:57]([CH3:69])=[CH:58][C:59]=1[CH2:60][O:61][Si](C(C)(C)C)(C)C.O. Product: [Br:1][C:2]1[CH:3]=[C:4]([C:16]([NH:52][CH2:53][C:54]2[C:55](=[O:70])[NH:56][C:57]([CH3:69])=[CH:58][C:59]=2[CH2:60][OH:61])=[O:18])[C:5]2[CH:6]=[N:7][N:8]([CH:11]3[CH2:12][CH2:13][CH2:14][CH2:15]3)[C:9]=2[CH:10]=1. The catalyst class is: 16. (6) The catalyst class is: 12. Product: [CH3:1][NH:2][C:3]([C:5]1[N:6]=[C:7]([C:18]2[CH:23]=[CH:22][CH:21]=[CH:20][CH:19]=2)[S:8][C:9]=1[NH2:10])=[O:4]. Reactant: [CH3:1][NH:2][C:3]([C:5]1[N:6]=[C:7]([C:18]2[CH:23]=[CH:22][CH:21]=[CH:20][CH:19]=2)[S:8][C:9]=1[NH:10]C(OC(C)(C)C)=O)=[O:4].Cl.